Dataset: Reaction yield outcomes from USPTO patents with 853,638 reactions. Task: Predict the reaction yield, written as a fraction of the theoretical maximum amount of product (1.0 means a 100% yield; for example, 0.34 means a 34% yield). (1) The reactants are C[O:2][C:3]1[CH:8]=[CH:7][C:6]([C:9]2[CH:14]=[CH:13][C:12]([C:15]#[N:16])=[C:11]([CH3:17])[CH:10]=2)=[CH:5][CH:4]=1.B(Br)(Br)Br.O. The catalyst is C(Cl)Cl. The product is [OH:2][C:3]1[CH:4]=[CH:5][C:6]([C:9]2[CH:14]=[CH:13][C:12]([C:15]#[N:16])=[C:11]([CH3:17])[CH:10]=2)=[CH:7][CH:8]=1. The yield is 0.940. (2) The reactants are [C:1]([NH:6][C:7]1[NH:8][C:9](=[O:42])[C:10]2[N:11]=[CH:12][N:13]([C@@H:16]3[O:28][C@H:27]([CH2:29][O:30][C:31]4(C(=O)C(C)C)[CH2:36][CH2:35][CH2:34][CH2:33][O:32]4)[C@@H:19]([O:20][CH:21]4[CH2:26][CH2:25][CH2:24][CH2:23][O:22]4)[C@@H:17]3[OH:18])[C:14]=2[N:15]=1)(=[O:5])[CH:2]([CH3:4])[CH3:3].[OH-].[Na+].C(O)(=O)C.C([O-])(O)=O.[Na+]. The catalyst is N1C=CC=CC=1.CO.O.CCO.CO. The product is [C:1]([NH:6][C:7]1[NH:8][C:9](=[O:42])[C:10]2[N:11]=[CH:12][N:13]([C@@H:16]3[O:28][C@H:27]([CH2:29][O:30][CH:31]4[CH2:36][CH2:35][CH2:34][CH2:33][O:32]4)[C@@H:19]([O:20][CH:21]4[CH2:26][CH2:25][CH2:24][CH2:23][O:22]4)[C@@H:17]3[OH:18])[C:14]=2[N:15]=1)(=[O:5])[CH:2]([CH3:4])[CH3:3]. The yield is 0.783. (3) The reactants are [NH2:1][C:2]1[CH:17]=[CH:16][CH:15]=[C:14]([Cl:18])[C:3]=1[C:4]([NH:6][C:7]1[CH:12]=[CH:11][CH:10]=[CH:9][C:8]=1[CH3:13])=[O:5].[Cl:19][CH2:20][C:21](Cl)=O. The catalyst is C(O)(=O)C. The product is [Cl:18][C:14]1[CH:15]=[CH:16][CH:17]=[C:2]2[C:3]=1[C:4](=[O:5])[N:6]([C:7]1[CH:12]=[CH:11][CH:10]=[CH:9][C:8]=1[CH3:13])[C:21]([CH2:20][Cl:19])=[N:1]2. The yield is 0.370. (4) The reactants are C([O-])([O-])=O.[K+].[K+].Br[CH2:8][C:9]([C:11]1[CH:16]=[CH:15][CH:14]=[CH:13][C:12]=1[O:17][CH3:18])=[O:10].[OH:19][C:20]1[CH:21]=[C:22]([NH:26][C:27](=[O:34])[C:28]2[CH:33]=[CH:32][CH:31]=[CH:30][N:29]=2)[CH:23]=[CH:24][CH:25]=1. The catalyst is CC(C)=O. The product is [CH3:18][O:17][C:12]1[CH:13]=[CH:14][CH:15]=[CH:16][C:11]=1[C:9](=[O:10])[CH2:8][O:19][C:20]1[CH:21]=[C:22]([NH:26][C:27](=[O:34])[C:28]2[CH:33]=[CH:32][CH:31]=[CH:30][N:29]=2)[CH:23]=[CH:24][CH:25]=1. The yield is 0.550. (5) The reactants are [C:1]([C:3]1[O:7][C:6]([C:8](Cl)=[O:9])=[CH:5][CH:4]=1)#[N:2].[CH3:11][N:12]1[CH2:17][CH2:16][N:15]([C:18]2[CH:23]=[CH:22][C:21]([NH2:24])=[C:20]([C:25]3[C:29]([CH3:30])=[CH:28][S:27][CH:26]=3)[CH:19]=2)[CH2:14][CH2:13]1.CCN(C(C)C)C(C)C. No catalyst specified. The product is [CH3:11][N:12]1[CH2:17][CH2:16][N:15]([C:18]2[CH:23]=[CH:22][C:21]([NH:24][C:8]([C:6]3[O:7][C:3]([C:1]#[N:2])=[CH:4][CH:5]=3)=[O:9])=[C:20]([C:25]3[C:29]([CH3:30])=[CH:28][S:27][CH:26]=3)[CH:19]=2)[CH2:14][CH2:13]1. The yield is 0.240.